From a dataset of Full USPTO retrosynthesis dataset with 1.9M reactions from patents (1976-2016). Predict the reactants needed to synthesize the given product. (1) Given the product [CH2:26]([N:44]([CH2:43][CH2:47][CH3:48])[CH2:25][CH2:10][CH2:9][CH2:8][NH:7][C:35](=[O:34])[C:26]1[CH:25]=[CH:10][C:9]([CH2:8][N:7]([CH2:6][C:2]2[NH:1][CH:5]=[CH:4][N:3]=2)[CH2:41][C:38]2[CH:39]=[CH:40][NH:36][N:37]=2)=[CH:28][CH:27]=1)[CH2:27][CH3:28], predict the reactants needed to synthesize it. The reactants are: [NH:1]1[CH:5]=[CH:4][N:3]=[C:2]1[CH2:6][NH:7][CH2:8][C:9]1[CH:28]=[CH:27][CH:26]=[CH:25][C:10]=1C(NCCCCN(CCC)CCC)=O.C([O:34][CH3:35])(OC)OC.[NH:36]1[CH:40]=[CH:39][C:38]([CH:41]=O)=[N:37]1.[C:43]([BH3-])#[N:44].[Na+].[C:47](O)(=O)[CH3:48]. (2) Given the product [NH2:8][C:5]1[C:4]([NH:16][S:17]([CH3:20])(=[O:19])=[O:18])=[CH:3][C:2]([Br:1])=[CH:7][N:6]=1, predict the reactants needed to synthesize it. The reactants are: [Br:1][C:2]1[CH:3]=[C:4]([NH:16][S:17]([CH3:20])(=[O:19])=[O:18])[C:5]([NH:8]C(=O)OC(C)(C)C)=[N:6][CH:7]=1.Cl. (3) Given the product [CH:16]12[CH2:21][CH:20]1[CH2:19][N:18]([C:13]([C:5]1[C:6]3[C:11](=[CH:10][CH:9]=[CH:8][C:7]=3[CH3:12])[C:2]([Cl:1])=[N:3][CH:4]=1)=[O:15])[CH2:17]2, predict the reactants needed to synthesize it. The reactants are: [Cl:1][C:2]1[C:11]2[C:6](=[C:7]([CH3:12])[CH:8]=[CH:9][CH:10]=2)[C:5]([C:13]([OH:15])=O)=[CH:4][N:3]=1.[CH:16]12[CH2:21][CH:20]1[CH2:19][NH:18][CH2:17]2. (4) Given the product [S:8]1[C:3]2[CH:4]=[CH:5][CH:6]=[CH:7][C:2]=2[N:1]=[C:9]1[C:10]1[CH:17]=[C:16]([CH3:18])[CH:15]=[C:12]([CH3:13])[C:11]=1[OH:19], predict the reactants needed to synthesize it. The reactants are: [NH2:1][C:2]1[CH:7]=[CH:6][CH:5]=[CH:4][C:3]=1[SH:8].[CH3:9][C:10]1[CH:17]=[C:16]([CH3:18])[CH:15]=[C:12]([CH:13]=O)[C:11]=1[OH:19]. (5) Given the product [C:1]([O:5][C:6]([N:8]1[CH2:13][CH2:12][CH:11]([NH:14][C:15]2[CH:20]=[CH:19][CH:18]=[CH:17][C:16]=2[O:21][CH2:23][C:24]([O:26][CH3:27])=[O:25])[CH2:10][CH2:9]1)=[O:7])([CH3:4])([CH3:2])[CH3:3], predict the reactants needed to synthesize it. The reactants are: [C:1]([O:5][C:6]([N:8]1[CH2:13][CH2:12][CH:11]([NH:14][C:15]2[CH:20]=[CH:19][CH:18]=[CH:17][C:16]=2[OH:21])[CH2:10][CH2:9]1)=[O:7])([CH3:4])([CH3:3])[CH3:2].Br[CH2:23][C:24]([O:26][CH3:27])=[O:25].C(=O)([O-])[O-].[K+].[K+].O.